Dataset: Peptide-MHC class I binding affinity with 185,985 pairs from IEDB/IMGT. Task: Regression. Given a peptide amino acid sequence and an MHC pseudo amino acid sequence, predict their binding affinity value. This is MHC class I binding data. (1) The peptide sequence is WRRRWQQLL. The MHC is Mamu-A2601 with pseudo-sequence Mamu-A2601. The binding affinity (normalized) is 0.356. (2) The MHC is HLA-A23:01 with pseudo-sequence HLA-A23:01. The peptide sequence is RPPIFIRRL. The binding affinity (normalized) is 0. (3) The peptide sequence is LFIDRGSIK. The MHC is HLA-A31:01 with pseudo-sequence HLA-A31:01. The binding affinity (normalized) is 0.291. (4) The peptide sequence is VGNVYVEF. The MHC is Mamu-B52 with pseudo-sequence Mamu-B52. The binding affinity (normalized) is 0.755. (5) The peptide sequence is TISWMMKLGI. The MHC is HLA-A02:01 with pseudo-sequence HLA-A02:01. The binding affinity (normalized) is 0.221.